Dataset: Catalyst prediction with 721,799 reactions and 888 catalyst types from USPTO. Task: Predict which catalyst facilitates the given reaction. Reactant: C(OC([N:8]1[CH2:13][CH2:12][CH2:11][CH2:10][CH:9]1[CH2:14][NH:15][C:16]1[N:17]=[C:18]2[CH:25]=[CH:24][CH:23]=[N:22][C:19]2=[N:20][CH:21]=1)=O)(C)(C)C.[F:26][C:27]([F:32])([F:31])[C:28]([OH:30])=[O:29]. Product: [F:26][C:27]([F:32])([F:31])[C:28]([OH:30])=[O:29].[NH:8]1[CH2:13][CH2:12][CH2:11][CH2:10][CH:9]1[CH2:14][NH:15][C:16]1[N:17]=[C:18]2[CH:25]=[CH:24][CH:23]=[N:22][C:19]2=[N:20][CH:21]=1. The catalyst class is: 4.